This data is from Catalyst prediction with 721,799 reactions and 888 catalyst types from USPTO. The task is: Predict which catalyst facilitates the given reaction. (1) Reactant: [CH3:1][C:2]1[N:7]=[C:6]([C:8]2[CH:13]=[CH:12][CH:11]=[C:10]([C:14]3[CH:15]=[C:16]([S:20](Cl)(=[O:22])=[O:21])[CH:17]=[CH:18][CH:19]=3)[N:9]=2)[CH:5]=[C:4]([C:24]2[CH:29]=[CH:28][C:27]([C:30]([F:33])([F:32])[F:31])=[CH:26][CH:25]=2)[CH:3]=1.Cl.[OH:35][CH:36]1[CH2:39][NH:38][CH2:37]1.C(N(CC)CC)C. Product: [CH3:1][C:2]1[N:7]=[C:6]([C:8]2[CH:13]=[CH:12][CH:11]=[C:10]([C:14]3[CH:15]=[C:16]([S:20]([N:38]4[CH2:39][CH:36]([OH:35])[CH2:37]4)(=[O:22])=[O:21])[CH:17]=[CH:18][CH:19]=3)[N:9]=2)[CH:5]=[C:4]([C:24]2[CH:29]=[CH:28][C:27]([C:30]([F:33])([F:32])[F:31])=[CH:26][CH:25]=2)[CH:3]=1. The catalyst class is: 49. (2) Reactant: C([O:3][C:4]([C:6]1([C:9]2[CH:14]=[CH:13][C:12]([C:15]3[CH:20]=[CH:19][C:18]([C:21]4[S:22][C:23]([F:40])=[CH:24][C:25]=4[NH:26][C:27]([O:29][CH:30]([C:32]4[CH:37]=[CH:36][C:35]([Cl:38])=[CH:34][C:33]=4[F:39])[CH3:31])=[O:28])=[CH:17][CH:16]=3)=[CH:11][CH:10]=2)[CH2:8][CH2:7]1)=[O:5])C.[OH-].[Na+].Cl. Product: [Cl:38][C:35]1[CH:36]=[CH:37][C:32]([CH:30]([O:29][C:27]([NH:26][C:25]2[CH:24]=[C:23]([F:40])[S:22][C:21]=2[C:18]2[CH:19]=[CH:20][C:15]([C:12]3[CH:13]=[CH:14][C:9]([C:6]4([C:4]([OH:5])=[O:3])[CH2:8][CH2:7]4)=[CH:10][CH:11]=3)=[CH:16][CH:17]=2)=[O:28])[CH3:31])=[C:33]([F:39])[CH:34]=1. The catalyst class is: 32. (3) Product: [O:19]=[C:14]1[C:13]([C:7]2[CH:12]=[CH:11][CH:10]=[CH:9][CH:8]=2)([C:20]2[CH:21]=[CH:22][CH:23]=[CH:24][CH:25]=2)[CH2:18][CH2:17][CH2:16][N:15]1[CH2:27][C:28]([N:30]([CH:41]1[CH2:46][CH2:45][N:44]([C:47]([O:49][C:50]([CH3:53])([CH3:52])[CH3:51])=[O:48])[CH2:43][CH2:42]1)[C:31]1[CH:36]=[CH:35][C:34]([C:37]([F:38])([F:39])[F:40])=[CH:33][CH:32]=1)=[O:29]. Reactant: CC(C)([O-])C.[K+].[C:7]1([C:13]2([C:20]3[CH:25]=[CH:24][CH:23]=[CH:22][CH:21]=3)[CH2:18][CH2:17][CH2:16][NH:15][C:14]2=[O:19])[CH:12]=[CH:11][CH:10]=[CH:9][CH:8]=1.Br[CH2:27][C:28]([N:30]([CH:41]1[CH2:46][CH2:45][N:44]([C:47]([O:49][C:50]([CH3:53])([CH3:52])[CH3:51])=[O:48])[CH2:43][CH2:42]1)[C:31]1[CH:36]=[CH:35][C:34]([C:37]([F:40])([F:39])[F:38])=[CH:33][CH:32]=1)=[O:29]. The catalyst class is: 334. (4) Reactant: Cl.[CH3:2][NH:3][C:4]1[CH:5]=[CH:6][CH:7]=[C:8]2[C:12]=1[NH:11][C:10]([C:13]1[S:14][CH:15]=[CH:16][N:17]=1)=[CH:9]2.[CH3:18][N:19]([CH3:24])[S:20](Cl)(=[O:22])=[O:21]. Product: [CH3:18][N:19]([CH3:24])[S:20]([N:3]([CH3:2])[C:4]1[CH:5]=[CH:6][CH:7]=[C:8]2[C:12]=1[NH:11][C:10]([C:13]1[S:14][CH:15]=[CH:16][N:17]=1)=[CH:9]2)(=[O:22])=[O:21]. The catalyst class is: 17. (5) Reactant: [Cl:1][C:2]1[CH:7]=[CH:6][C:5]([C:8]2[CH2:13][CH2:12][N:11]([CH:14]3[CH2:19][CH2:18][CH2:17][CH:16]([C:20](O)=[O:21])[CH2:15]3)[CH2:10][CH:9]=2)=[CH:4][C:3]=1[NH:23][C@@H:24]([C:26]1[CH:31]=[CH:30][C:29]([Cl:32])=[CH:28][C:27]=1[Cl:33])[CH3:25].F[P-](F)(F)(F)(F)F.C[N+:42](C)=C(N(C)C)ON1C2N=CC=CC=2N=N1.N.CCN(C(C)C)C(C)C. Product: [Cl:1][C:2]1[CH:7]=[CH:6][C:5]([CH:8]2[CH2:9][CH2:10][N:11]([C@@H:14]3[CH2:19][CH2:18][CH2:17][C@@H:16]([C:20]([NH2:42])=[O:21])[CH2:15]3)[CH2:12][CH2:13]2)=[CH:4][C:3]=1[NH:23][C@@H:24]([C:26]1[CH:31]=[CH:30][C:29]([Cl:32])=[CH:28][C:27]=1[Cl:33])[CH3:25]. The catalyst class is: 9.